This data is from Catalyst prediction with 721,799 reactions and 888 catalyst types from USPTO. The task is: Predict which catalyst facilitates the given reaction. (1) Reactant: [N:1]12[CH2:8][CH2:7][C:4]([C:9]([C:17]3[CH:22]=[CH:21][CH:20]=[CH:19][CH:18]=3)([C:11]3[CH:16]=[CH:15][CH:14]=[CH:13][CH:12]=3)[OH:10])([CH2:5][CH2:6]1)[CH2:3][CH2:2]2.CC#N.[C:26]1([O:32][CH2:33][CH2:34][Br:35])[CH:31]=[CH:30][CH:29]=[CH:28][CH:27]=1. Product: [Br-:35].[OH:10][C:9]([C:17]1[CH:22]=[CH:21][CH:20]=[CH:19][CH:18]=1)([C:11]1[CH:12]=[CH:13][CH:14]=[CH:15][CH:16]=1)[C:4]12[CH2:5][CH2:6][N+:1]([CH2:34][CH2:33][O:32][C:26]3[CH:31]=[CH:30][CH:29]=[CH:28][CH:27]=3)([CH2:2][CH2:3]1)[CH2:8][CH2:7]2. The catalyst class is: 175. (2) Reactant: [Br:1][C:2]1[C:17]([CH3:18])=[CH:16][C:5]2[N:6]([CH:10]3[CH2:15][CH2:14][NH:13][CH2:12][CH2:11]3)[C:7](=[O:9])[NH:8][C:4]=2[CH:3]=1.[O:19]1[CH2:24][CH2:23][C:22](=O)[CH2:21][CH2:20]1.C(O[BH-](OC(=O)C)OC(=O)C)(=O)C.[Na+].C(N(CC)CC)C. Product: [Br:1][C:2]1[C:17]([CH3:18])=[CH:16][C:5]2[N:6]([CH:10]3[CH2:11][CH2:12][N:13]([CH:22]4[CH2:23][CH2:24][O:19][CH2:20][CH2:21]4)[CH2:14][CH2:15]3)[C:7](=[O:9])[NH:8][C:4]=2[CH:3]=1. The catalyst class is: 4. (3) Reactant: Cl.NO.C([N:6](C(C)C)C(C)C)C.C(O)C.[F:16][C:17]([F:50])([F:49])[C:18]1[CH:19]=[C:20]([CH:46]=[CH:47][CH:48]=1)[C:21]([NH:23][C:24]1[CH:25]=[C:26]([CH:43]=[CH:44][CH:45]=1)[O:27][C:28]1[CH:29]=[CH:30][C:31]([NH:34][C:35]([NH:37]C(=O)OCC)=S)=[N:32][CH:33]=1)=[O:22]. Product: [NH2:37][C:35]1[N:34]=[C:31]2[CH:30]=[CH:29][C:28]([O:27][C:26]3[CH:25]=[C:24]([NH:23][C:21](=[O:22])[C:20]4[CH:46]=[CH:47][CH:48]=[C:18]([C:17]([F:16])([F:49])[F:50])[CH:19]=4)[CH:45]=[CH:44][CH:43]=3)=[CH:33][N:32]2[N:6]=1. The catalyst class is: 5. (4) Product: [NH2:1][C:2]1[N:7]=[C:6]([N:24]2[CH2:25][CH2:26][CH:21]([C:18]3[CH:17]=[CH:16][C:15]([F:14])=[CH:20][CH:19]=3)[CH2:22][CH2:23]2)[C:5]([C:9]#[N:10])=[C:4]([S:11][CH3:12])[N:3]=1. The catalyst class is: 12. Reactant: [NH2:1][C:2]1[N:7]=[C:6](Br)[C:5]([C:9]#[N:10])=[C:4]([S:11][CH3:12])[N:3]=1.Cl.[F:14][C:15]1[CH:20]=[CH:19][C:18]([CH:21]2[CH2:26][CH2:25][NH:24][CH2:23][CH2:22]2)=[CH:17][CH:16]=1.C(N(C(C)C)C(C)C)C. (5) The catalyst class is: 1. Reactant: [CH2:1]([N:8]1[CH2:13][CH2:12][C:11](=[N:14][NH:15][C:16](=[S:18])[NH2:17])[CH2:10][CH2:9]1)[C:2]1[CH:7]=[CH:6][CH:5]=[CH:4][CH:3]=1.Br[CH2:20][C:21]([C:23]1[CH:24]=[N:25][CH:26]=[CH:27][CH:28]=1)=O. Product: [CH2:1]([N:8]1[CH2:13][CH2:12][C:11](=[N:14][NH:15][C:16]2[S:18][CH:20]=[C:21]([C:23]3[CH:24]=[N:25][CH:26]=[CH:27][CH:28]=3)[N:17]=2)[CH2:10][CH2:9]1)[C:2]1[CH:3]=[CH:4][CH:5]=[CH:6][CH:7]=1. (6) Reactant: [Cl:1][C:2]1[CH:3]=[C:4](I)[C:5]([O:8][CH2:9][C:10]2[CH:15]=[CH:14][CH:13]=[CH:12][CH:11]=2)=[N:6][CH:7]=1.C([Mg]Cl)(C)C.C(OCC)C.[B:27](OC)([O:30]C)[O:28]C.[OH-].[Na+]. Product: [Cl:1][C:2]1[CH:3]=[C:4]([B:27]([OH:30])[OH:28])[C:5]([O:8][CH2:9][C:10]2[CH:15]=[CH:14][CH:13]=[CH:12][CH:11]=2)=[N:6][CH:7]=1. The catalyst class is: 7. (7) Reactant: FC(F)(F)C(O)=O.[CH3:8][S:9]([C:12]1[CH:33]=[CH:32][C:15]([O:16][C:17]2[N:22]=[CH:21][N:20]=[C:19]3[N:23]([CH:26]4[CH2:31][CH2:30][NH:29][CH2:28][CH2:27]4)[N:24]=[CH:25][C:18]=23)=[CH:14][CH:13]=1)(=[O:11])=[O:10].[S:34]1[C:38]2[CH:39]=[CH:40][CH:41]=[CH:42][C:37]=2[N:36]=[C:35]1[C:43](Cl)=[O:44].C(N(C(C)C)CC)(C)C. Product: [S:34]1[C:38]2[CH:39]=[CH:40][CH:41]=[CH:42][C:37]=2[N:36]=[C:35]1[C:43]([N:29]1[CH2:28][CH2:27][CH:26]([N:23]2[C:19]3=[N:20][CH:21]=[N:22][C:17]([O:16][C:15]4[CH:14]=[CH:13][C:12]([S:9]([CH3:8])(=[O:11])=[O:10])=[CH:33][CH:32]=4)=[C:18]3[CH:25]=[N:24]2)[CH2:31][CH2:30]1)=[O:44]. The catalyst class is: 4. (8) Reactant: [N+:1]([C:4]1[CH:9]=[C:8]([OH:10])[CH:7]=[CH:6][C:5]=1[OH:11])([O-])=O.[ClH:12]. The catalyst class is: 719. Product: [ClH:12].[NH2:1][C:4]1[CH:9]=[C:8]([OH:10])[CH:7]=[CH:6][C:5]=1[OH:11].